This data is from Catalyst prediction with 721,799 reactions and 888 catalyst types from USPTO. The task is: Predict which catalyst facilitates the given reaction. (1) Reactant: N1C2C(=NC=CC=2)N([O:10][C:11]2[C:20]3[C:15](=[CH:16][CH:17]=[CH:18][CH:19]=3)[N:14]=[CH:13][N:12]=2)N=1.[CH3:21][C:22]1[C:26](B(O)O)=[C:25]([CH3:30])[O:24][N:23]=1.C([O-])([O-])=O.[Cs+].[Cs+]. Product: [CH3:21][C:22]1[C:26]([O:10][C:11]2[C:20]3[C:15](=[CH:16][CH:17]=[CH:18][CH:19]=3)[N:14]=[CH:13][N:12]=2)=[C:25]([CH3:30])[O:24][N:23]=1. The catalyst class is: 104. (2) Product: [Si:1]([O:18][CH2:19][C:20]([Cl:25])=[O:22])([C:14]([CH3:17])([CH3:16])[CH3:15])([C:8]1[CH:13]=[CH:12][CH:11]=[CH:10][CH:9]=1)[C:2]1[CH:7]=[CH:6][CH:5]=[CH:4][CH:3]=1. The catalyst class is: 2. Reactant: [Si:1]([O:18][CH2:19][C:20]([OH:22])=O)([C:14]([CH3:17])([CH3:16])[CH3:15])([C:8]1[CH:13]=[CH:12][CH:11]=[CH:10][CH:9]=1)[C:2]1[CH:7]=[CH:6][CH:5]=[CH:4][CH:3]=1.S(Cl)([Cl:25])=O. (3) Reactant: [NH2:1][C:2]([CH:7]1[CH2:16][CH2:15][C:14]2[C:9](=[CH:10][CH:11]=[C:12]([OH:17])[CH:13]=2)[CH2:8]1)([CH2:5][OH:6])[CH2:3][OH:4].O1CCCC1.O.C(=O)(O)[O-].[Na+].[C:29]([O:33][C:34](O[C:34]([O:33][C:29]([CH3:32])([CH3:31])[CH3:30])=[O:35])=[O:35])([CH3:32])([CH3:31])[CH3:30]. Product: [OH:4][CH2:3][C:2]([NH:1][C:34](=[O:35])[O:33][C:29]([CH3:32])([CH3:31])[CH3:30])([CH:7]1[CH2:16][CH2:15][C:14]2[C:9](=[CH:10][CH:11]=[C:12]([OH:17])[CH:13]=2)[CH2:8]1)[CH2:5][OH:6]. The catalyst class is: 28. (4) Reactant: [F:1][C:2]([F:15])([F:14])[S:3]([O:6]S(C(F)(F)F)(=O)=O)(=[O:5])=[O:4].[CH2:16]([O:18][C:19](=[O:23])[CH:20](O)[CH3:21])[CH3:17].N1C=CC=CC=1. Product: [F:1][C:2]([F:15])([F:14])[S:3]([O:6][CH:20]([CH3:21])[C:19]([O:18][CH2:16][CH3:17])=[O:23])(=[O:5])=[O:4]. The catalyst class is: 4. (5) Reactant: [CH3:1][C:2]1([CH3:14])[C:6]([CH3:8])([CH3:7])[O:5][B:4]([C:9]2[CH:10]=[N:11][NH:12][CH:13]=2)[O:3]1.C(=O)([O-])[O-].[Cs+].[Cs+].[CH3:21][C:22]1([O:25][CH2:24]1)[CH3:23]. Product: [CH3:21][C:22]([OH:25])([CH3:24])[CH2:23][N:12]1[CH:13]=[C:9]([B:4]2[O:5][C:6]([CH3:7])([CH3:8])[C:2]([CH3:14])([CH3:1])[O:3]2)[CH:10]=[N:11]1. The catalyst class is: 459. (6) Reactant: [Br:1][C:2]1[CH:3]=[C:4]([S:9]([NH2:12])(=[O:11])=[O:10])[CH:5]=[CH:6][C:7]=1F.[F:13][C:14]1[CH:19]=[C:18]([F:20])[CH:17]=[CH:16][C:15]=1[OH:21].C(=O)([O-])[O-].[Cs+].[Cs+].O. Product: [Br:1][C:2]1[CH:3]=[C:4]([S:9]([NH2:12])(=[O:11])=[O:10])[CH:5]=[CH:6][C:7]=1[O:21][C:15]1[CH:16]=[CH:17][C:18]([F:20])=[CH:19][C:14]=1[F:13]. The catalyst class is: 16.